This data is from Forward reaction prediction with 1.9M reactions from USPTO patents (1976-2016). The task is: Predict the product of the given reaction. (1) Given the reactants [NH2:1][C@@H:2]1[CH2:7][CH2:6][C@H:5]([NH:8][C:9]([C:11]2[C:19]3[C:14](=[N:15][CH:16]=[C:17]([C:20]4[C:28]5[C:23](=[CH:24][C:25]([Cl:29])=[CH:26][CH:27]=5)[N:22]([CH3:30])[N:21]=4)[N:18]=3)[N:13](COCC[Si](C)(C)C)[CH:12]=2)=[O:10])[CH2:4][CH2:3]1.FC(F)(F)C(O)=O.C(N)CN, predict the reaction product. The product is: [NH2:1][C@@H:2]1[CH2:7][CH2:6][C@H:5]([NH:8][C:9]([C:11]2[C:19]3[C:14](=[N:15][CH:16]=[C:17]([C:20]4[C:28]5[C:23](=[CH:24][C:25]([Cl:29])=[CH:26][CH:27]=5)[N:22]([CH3:30])[N:21]=4)[N:18]=3)[NH:13][CH:12]=2)=[O:10])[CH2:4][CH2:3]1. (2) The product is: [F:15][C:14]1([F:16])[C:13]([CH3:17])([CH3:18])[O:12][CH2:11][C:10](=[S:19])[NH:9][C@@:8]1([C:6]1[CH:7]=[C:2]([NH:1][CH:23]2[C:32]3[N:31]=[CH:30][C:29]([C:33]#[N:34])=[CH:28][C:27]=3[CH2:26][CH2:25][CH2:24]2)[CH:3]=[CH:4][C:5]=1[F:21])[CH3:20]. Given the reactants [NH2:1][C:2]1[CH:3]=[CH:4][C:5]([F:21])=[C:6]([C@:8]2([CH3:20])[C:14]([F:16])([F:15])[C:13]([CH3:18])([CH3:17])[O:12][CH2:11][C:10](=[S:19])[NH:9]2)[CH:7]=1.O=[C:23]1[C:32]2[N:31]=[CH:30][C:29]([C:33]#[N:34])=[CH:28][C:27]=2[CH2:26][CH2:25][CH2:24]1, predict the reaction product.